This data is from NCI-60 drug combinations with 297,098 pairs across 59 cell lines. The task is: Regression. Given two drug SMILES strings and cell line genomic features, predict the synergy score measuring deviation from expected non-interaction effect. Drug 1: C1=C(C(=O)NC(=O)N1)N(CCCl)CCCl. Drug 2: CC1C(C(=O)NC(C(=O)N2CCCC2C(=O)N(CC(=O)N(C(C(=O)O1)C(C)C)C)C)C(C)C)NC(=O)C3=C4C(=C(C=C3)C)OC5=C(C(=O)C(=C(C5=N4)C(=O)NC6C(OC(=O)C(N(C(=O)CN(C(=O)C7CCCN7C(=O)C(NC6=O)C(C)C)C)C)C(C)C)C)N)C. Cell line: MCF7. Synergy scores: CSS=22.2, Synergy_ZIP=-0.735, Synergy_Bliss=2.31, Synergy_Loewe=1.96, Synergy_HSA=1.86.